From a dataset of Forward reaction prediction with 1.9M reactions from USPTO patents (1976-2016). Predict the product of the given reaction. (1) Given the reactants [F:1][C:2]1([C:18]2[CH:23]=[CH:22][CH:21]=[C:20]([O:24][C:25]([F:28])([F:27])[F:26])[CH:19]=2)[CH2:5][C:4]2([CH2:10][CH2:9][N:8](C(OC(C)(C)C)=O)[CH2:7][CH2:6]2)[CH2:3]1.[ClH:29].O1CCOCC1, predict the reaction product. The product is: [ClH:29].[F:1][C:2]1([C:18]2[CH:23]=[CH:22][CH:21]=[C:20]([O:24][C:25]([F:26])([F:27])[F:28])[CH:19]=2)[CH2:5][C:4]2([CH2:6][CH2:7][NH:8][CH2:9][CH2:10]2)[CH2:3]1. (2) Given the reactants [N:1]1[CH:6]=[CH:5][CH:4]=[CH:3][C:2]=1[O:7][C:8]1[CH:16]=[CH:15][C:11]([C:12]([OH:14])=O)=[CH:10][CH:9]=1.[NH:17]1[CH2:20][CH:19]([N:21]2[CH2:26][CH2:25][N:24]([C:27]([C:29]3[S:30][CH:31]=[CH:32][N:33]=3)=[O:28])[CH2:23][CH2:22]2)[CH2:18]1.CN(C(ON1N=NC2C=CC=NC1=2)=[N+](C)C)C.F[P-](F)(F)(F)(F)F.CCN(CC)CC, predict the reaction product. The product is: [N:1]1[CH:6]=[CH:5][CH:4]=[CH:3][C:2]=1[O:7][C:8]1[CH:9]=[CH:10][C:11]([C:12]([N:17]2[CH2:18][CH:19]([N:21]3[CH2:22][CH2:23][N:24]([C:27]([C:29]4[S:30][CH:31]=[CH:32][N:33]=4)=[O:28])[CH2:25][CH2:26]3)[CH2:20]2)=[O:14])=[CH:15][CH:16]=1. (3) Given the reactants [CH3:1][CH2:2][O:3][C:4]([C:6]1[N:24]([C:25]([O:27][C:28]([CH3:31])([CH3:30])[CH3:29])=[O:26])[C:9]2=[N:10][C:11]([Br:23])=[C:12]([O:14]C(=O)C3C=CC=CC=3)[CH:13]=[C:8]2[CH:7]=1)=[O:5].C(=O)([O-])[O-].[K+].[K+], predict the reaction product. The product is: [CH3:1][CH2:2][O:3][C:4]([C:6]1[N:24]([C:25]([O:27][C:28]([CH3:29])([CH3:31])[CH3:30])=[O:26])[C:9]2=[N:10][C:11]([Br:23])=[C:12]([OH:14])[CH:13]=[C:8]2[CH:7]=1)=[O:5]. (4) The product is: [Si:15]([O:10][CH2:9][C:3]1[CH:4]=[C:5]([CH:7]=[O:8])[S:6][C:2]=1[Cl:1])([C:12]([CH3:14])([CH3:13])[CH3:11])([CH3:17])[CH3:16]. Given the reactants [Cl:1][C:2]1[S:6][C:5]([CH:7]=[O:8])=[CH:4][C:3]=1[CH2:9][OH:10].[CH3:11][C:12]([Si:15](Cl)([CH3:17])[CH3:16])([CH3:14])[CH3:13].N1C=CN=C1, predict the reaction product. (5) Given the reactants C(O)(=O)C1C=CC=C(C(O)=O)C=1.[C:13]([OH:27])(=[O:26])[C:14]1[C:15](=[CH:19][C:20](=[CH:24][CH:25]=1)[C:21]([OH:23])=[O:22])C(O)=O.OC1C=CC(C(C2C=CC(O)=CC=2)(C)C)=CC=1.C1O[C@@H]2[C@@H](O)CO[C@@H]2[C@@H]1O, predict the reaction product. The product is: [C:13]([OH:27])(=[O:26])[C:14]1[CH:25]=[CH:24][C:20]([C:21]([OH:23])=[O:22])=[CH:19][CH:15]=1. (6) Given the reactants F[C:2]1[CH:7]=[C:6]([F:8])[CH:5]=[CH:4][C:3]=1[N+:9]([O-:11])=[O:10].[F:12][C:13]1[CH:14]=[C:15]([CH:17]=[C:18]([F:20])[CH:19]=1)[NH2:16], predict the reaction product. The product is: [F:12][C:13]1[CH:14]=[C:15]([NH:16][C:2]2[CH:7]=[C:6]([F:8])[CH:5]=[CH:4][C:3]=2[N+:9]([O-:11])=[O:10])[CH:17]=[C:18]([F:20])[CH:19]=1.